Dataset: Reaction yield outcomes from USPTO patents with 853,638 reactions. Task: Predict the reaction yield, written as a fraction of the theoretical maximum amount of product (1.0 means a 100% yield; for example, 0.34 means a 34% yield). (1) The reactants are O[C:2]1[C:10]([NH:11][C:12](=[O:23])[CH2:13][CH2:14][CH2:15][CH2:16][C:17]2[CH:22]=[CH:21][CH:20]=[CH:19][CH:18]=2)=[CH:9][CH:8]=[C:7]2[C:3]=1[C:4](=[O:24])[CH2:5][CH2:6]2.C1(C)C=CC(S([O-])(=O)=O)=CC=1.[NH+]1C=CC=CC=1. The catalyst is C1(C)C(C)=CC=CC=1. The product is [C:17]1([CH2:16][CH2:15][CH2:14][CH2:13][C:12]2[O:23][C:2]3[C:3]4[C:4](=[O:24])[CH2:5][CH2:6][C:7]=4[CH:8]=[CH:9][C:10]=3[N:11]=2)[CH:22]=[CH:21][CH:20]=[CH:19][CH:18]=1. The yield is 0.640. (2) The reactants are [F:1][C:2]1[CH:7]=[CH:6][C:5]([N:8]2[C:12]([CH2:13][CH:14]([CH3:16])[CH3:15])=[CH:11][C:10]([CH:17]=[N:18]O)=[N:9]2)=[CH:4][CH:3]=1.[H-].[Al+3].[Li+].[H-].[H-].[H-].CCCCCC.CCOC(C)=O. The catalyst is C(OCC)C.O1CCCC1. The product is [F:1][C:2]1[CH:3]=[CH:4][C:5]([N:8]2[C:12]([CH2:13][CH:14]([CH3:15])[CH3:16])=[CH:11][C:10]([CH2:17][NH2:18])=[N:9]2)=[CH:6][CH:7]=1. The yield is 0.920. (3) The reactants are [C:1](Cl)(=[O:3])[CH3:2].[NH2:5][CH2:6][C@H:7]1[N:11]([C:12]2[CH:17]=[CH:16][C:15]([O:18][CH2:19][CH2:20][CH2:21][N:22]3[CH2:26][CH2:25][CH2:24][CH:23]3[CH3:27])=[CH:14][CH:13]=2)[C:10](=[O:28])[CH2:9][CH2:8]1. The catalyst is ClCCl. The product is [CH3:27][CH:23]1[CH2:24][CH2:25][CH2:26][N:22]1[CH2:21][CH2:20][CH2:19][O:18][C:15]1[CH:14]=[CH:13][C:12]([N:11]2[C:10](=[O:28])[CH2:9][CH2:8][C@H:7]2[CH2:6][NH:5][C:1](=[O:3])[CH3:2])=[CH:17][CH:16]=1. The yield is 0.220. (4) The reactants are [N+:26]([C:17]1[CH:18]=[C:19]([CH:24]=[CH:25][C:16]=1[S:15][S:15][C:16]1[CH:25]=[CH:24][C:19]([C:20]([O:22][CH3:23])=[O:21])=[CH:18][C:17]=1[N+:26]([O-])=O)[C:20]([O:22][CH3:23])=[O:21])([O-])=O.[Sn].Cl.[CH2:31](O)C. The catalyst is C(O)=O.O.[Zn]. The product is [S:15]1[C:16]2[CH:25]=[CH:24][C:19]([C:20]([O:22][CH3:23])=[O:21])=[CH:18][C:17]=2[N:26]=[CH:31]1. The yield is 0.970. (5) The reactants are O=O.[C:3]([O:7][C:8]([N:10]1[CH2:14][C:13]([C:15]2[CH:20]=[CH:19][C:18]([Cl:21])=[CH:17][CH:16]=2)=[C:12]([C:22]([OH:24])=[O:23])[CH2:11]1)=[O:9])([CH3:6])([CH3:5])[CH3:4].C(N(CC)CC)C.[H][H]. The catalyst is COC(C)(C)C.CO. The product is [C:3]([O:7][C:8]([N:10]1[CH2:14][CH:13]([C:15]2[CH:16]=[CH:17][C:18]([Cl:21])=[CH:19][CH:20]=2)[CH:12]([C:22]([OH:24])=[O:23])[CH2:11]1)=[O:9])([CH3:6])([CH3:4])[CH3:5]. The yield is 0.800. (6) The reactants are Br[C:2]1[CH:8]=[CH:7][C:5]([NH2:6])=[C:4]([S:9]([CH3:12])(=[O:11])=[O:10])[CH:3]=1.[CH3:13][N:14]1[CH:18]=[C:17](B2OC(C)(C)C(C)(C)O2)[CH:16]=[N:15]1.C([O-])([O-])=O.[Na+].[Na+]. The catalyst is O1CCOCC1.O.C1C=CC(P(C2C=CC=CC=2)[C-]2C=CC=C2)=CC=1.C1C=CC(P(C2C=CC=CC=2)[C-]2C=CC=C2)=CC=1.Cl[Pd]Cl.[Fe+2]. The product is [CH3:13][N:14]1[CH:18]=[C:17]([C:2]2[CH:8]=[CH:7][C:5]([NH2:6])=[C:4]([S:9]([CH3:12])(=[O:11])=[O:10])[CH:3]=2)[CH:16]=[N:15]1. The yield is 0.750. (7) The reactants are [NH:1]1[CH:5]=[CH:4][N:3]=[N:2]1.[CH3:6][O-:7].[Na+:8].C[OH:10]. No catalyst specified. The product is [NH:1]1[CH:5]=[C:4]([C:6]([O-:10])=[O:7])[N:3]=[N:2]1.[Na+:8]. The yield is 0.980.